The task is: Regression. Given a peptide amino acid sequence and an MHC pseudo amino acid sequence, predict their binding affinity value. This is MHC class II binding data.. This data is from Peptide-MHC class II binding affinity with 134,281 pairs from IEDB. (1) The peptide sequence is TARLNSLGEAWTGGG. The MHC is HLA-DPA10201-DPB10101 with pseudo-sequence HLA-DPA10201-DPB10101. The binding affinity (normalized) is 0.251. (2) The peptide sequence is MRRLADQSLPPNFSC. The MHC is DRB1_1302 with pseudo-sequence DRB1_1302. The binding affinity (normalized) is 0.402. (3) The peptide sequence is PPPPQLGASPYKLGP. The MHC is HLA-DQA10401-DQB10402 with pseudo-sequence HLA-DQA10401-DQB10402. The binding affinity (normalized) is 0.233. (4) The peptide sequence is AYESYKFIPALEAAV. The MHC is DRB3_0101 with pseudo-sequence DRB3_0101. The binding affinity (normalized) is 0.252.